This data is from Catalyst prediction with 721,799 reactions and 888 catalyst types from USPTO. The task is: Predict which catalyst facilitates the given reaction. (1) Reactant: [H-].[Al+3].[Li+].[H-].[H-].[H-].[CH3:7][O:8][C:9]1[CH:10]=[CH:11][C:12]2[O:16][C:15]([C:17](OCC)=[O:18])=[CH:14][C:13]=2[CH:22]=1.O1CCCC1.S([O-])([O-])(=O)=O.[Na+].[Na+]. Product: [CH3:7][O:8][C:9]1[CH:10]=[CH:11][C:12]2[O:16][C:15]([CH2:17][OH:18])=[CH:14][C:13]=2[CH:22]=1. The catalyst class is: 9. (2) Reactant: [F:1][C:2]1[CH:18]=[C:17]([C:19]([F:22])([F:21])[F:20])[CH:16]=[CH:15][C:3]=1[C:4]([NH:6][C:7]1[CH:12]=[CH:11][N:10]=[C:9]([O:13]C)[CH:8]=1)=[O:5].Br. Product: [F:1][C:2]1[CH:18]=[C:17]([C:19]([F:22])([F:20])[F:21])[CH:16]=[CH:15][C:3]=1[C:4]([NH:6][C:7]1[CH:12]=[CH:11][NH:10][C:9](=[O:13])[CH:8]=1)=[O:5]. The catalyst class is: 15. (3) Reactant: OC(C(F)(F)F)=O.[CH2:8]([N:15]1[CH2:24][CH2:23][C:22]2[C:17](=[N:18][C:19](Cl)=[C:20]([N:25]3[CH2:30][CH2:29][CH:28]([O:31][C:32]4[CH:39]=[CH:38][C:35]([C:36]#[N:37])=[CH:34][C:33]=4[F:40])[CH2:27][CH2:26]3)[N:21]=2)[CH2:16]1)[C:9]1[CH:14]=[CH:13][CH:12]=[CH:11][CH:10]=1.[CH3:42][CH:43]([NH2:45])[CH3:44].CC(C)([O-])C.[Na+].C1C=CC(P(C2C(C3C(P(C4C=CC=CC=4)C4C=CC=CC=4)=CC=C4C=3C=CC=C4)=C3C(C=CC=C3)=CC=2)C2C=CC=CC=2)=CC=1. Product: [CH2:8]([N:15]1[CH2:24][CH2:23][C:22]2[C:17](=[N:18][C:19]([NH:45][CH:43]([CH3:44])[CH3:42])=[C:20]([N:25]3[CH2:30][CH2:29][CH:28]([O:31][C:32]4[CH:39]=[CH:38][C:35]([C:36]#[N:37])=[CH:34][C:33]=4[F:40])[CH2:27][CH2:26]3)[N:21]=2)[CH2:16]1)[C:9]1[CH:14]=[CH:13][CH:12]=[CH:11][CH:10]=1. The catalyst class is: 101. (4) Reactant: Cl[C:2]1[CH:7]=[CH:6][N+:5]([O-:8])=[C:4]([CH3:9])[C:3]=1[CH3:10].[OH-].[Na+].[CH2:13]([OH:23])[CH2:14][CH2:15][CH2:16][CH2:17][CH2:18][CH2:19][CH2:20][CH2:21][CH3:22].Cl. Product: [CH2:13]([O:23][C:2]1[CH:7]=[CH:6][N+:5]([O-:8])=[C:4]([CH3:9])[C:3]=1[CH3:10])[CH2:14][CH2:15][CH2:16][CH2:17][CH2:18][CH2:19][CH2:20][CH2:21][CH3:22]. The catalyst class is: 226.